From a dataset of Forward reaction prediction with 1.9M reactions from USPTO patents (1976-2016). Predict the product of the given reaction. (1) Given the reactants [C:1]1([C:11]([C:13]2[CH:18]=[CH:17][CH:16]=[CH:15][CH:14]=2)=[O:12])[C:10]2[C:5](=[CH:6][CH:7]=[CH:8][CH:9]=2)[CH:4]=[CH:3][CH:2]=1.[BH4-].[Na+], predict the reaction product. The product is: [C:1]1([CH:11]([C:13]2[CH:18]=[CH:17][CH:16]=[CH:15][CH:14]=2)[OH:12])[C:10]2[C:5](=[CH:6][CH:7]=[CH:8][CH:9]=2)[CH:4]=[CH:3][CH:2]=1. (2) Given the reactants Cl[C:2]1[N:7]=[C:6](Cl)[N:5]=[C:4]([NH:9][N:10]2[CH2:14][C:13](=[O:15])[NH:12][C:11]2=[O:16])[N:3]=1.[C:17](=[O:20])([O-])[O-].[K+].[K+].[CH3:23][O:24][C:25]1[CH:32]=[CH:31][C:28]([CH2:29][NH2:30])=[CH:27][CH:26]=1, predict the reaction product. The product is: [CH3:23][O:24][C:25]1[CH:32]=[CH:31][C:28]([CH2:29][NH:30][C:2]2[N:7]=[C:6]([NH:30][CH2:29][C:28]3[CH:31]=[CH:32][C:25]([O:20][CH3:17])=[CH:26][CH:27]=3)[N:5]=[C:4]([NH:9][N:10]3[CH2:14][C:13](=[O:15])[NH:12][C:11]3=[O:16])[N:3]=2)=[CH:27][CH:26]=1. (3) Given the reactants C[O:2][C:3](=[O:43])[C:4]1[CH:9]=[CH:8][C:7]([C:10]#[C:11][C:12]2[CH:17]=[C:16]([Cl:18])[C:15]([O:19][C:20]3[C:25]([C:26]([N:28]4[C:37]5[C:32](=[CH:33][CH:34]=[CH:35][CH:36]=5)[N:31]([CH:38]5[CH2:40][CH2:39]5)[CH2:30][CH2:29]4)=[O:27])=[CH:24][CH:23]=[CH:22][N:21]=3)=[CH:14][C:13]=2[Cl:41])=[CH:6][C:5]=1[Cl:42].C1COCC1.[OH-].[Li+].Cl, predict the reaction product. The product is: [Cl:42][C:5]1[CH:6]=[C:7]([C:10]#[C:11][C:12]2[CH:17]=[C:16]([Cl:18])[C:15]([O:19][C:20]3[C:25]([C:26]([N:28]4[C:37]5[C:32](=[CH:33][CH:34]=[CH:35][CH:36]=5)[N:31]([CH:38]5[CH2:40][CH2:39]5)[CH2:30][CH2:29]4)=[O:27])=[CH:24][CH:23]=[CH:22][N:21]=3)=[CH:14][C:13]=2[Cl:41])[CH:8]=[CH:9][C:4]=1[C:3]([OH:43])=[O:2]. (4) Given the reactants [O:1]=[C:2]1[CH:7]([N:8]2[C:16](=[O:17])[C:15]3[C:10](=[CH:11][CH:12]=[CH:13][C:14]=3[NH:18][C:19](=[O:22])[CH2:20]Cl)[C:9]2=[O:23])[CH2:6][CH2:5][C:4](=[O:24])[NH:3]1.[N-:25]=[N+:26]=[N-:27].[Na+], predict the reaction product. The product is: [N:25]([CH2:20][C:19]([NH:18][C:14]1[CH:13]=[CH:12][CH:11]=[C:10]2[C:15]=1[C:16](=[O:17])[N:8]([CH:7]1[CH2:6][CH2:5][C:4](=[O:24])[NH:3][C:2]1=[O:1])[C:9]2=[O:23])=[O:22])=[N+:26]=[N-:27].